Task: Predict the reaction yield, written as a fraction of the theoretical maximum amount of product (1.0 means a 100% yield; for example, 0.34 means a 34% yield).. Dataset: Reaction yield outcomes from USPTO patents with 853,638 reactions (1) The reactants are [Br:1][C:2]1[NH:3][C:4]2[C:9]([C:10]=1[CH:11]1[CH2:16][CH2:15][CH2:14][CH2:13][CH2:12]1)=[CH:8][CH:7]=[C:6]([C:17]([O:19][CH3:20])=[O:18])[CH:5]=2.N1C2C(=CC=C(C(OC)=O)C=2)C=C1.C([O-])([O-])=O.[K+].[K+].[C:40]([O:44][C:45]([N:47]([C:54]([O:56][C:57]([CH3:60])([CH3:59])[CH3:58])=[O:55])[C:48](=[CH2:53])[C:49]([O:51][CH3:52])=[O:50])=[O:46])([CH3:43])([CH3:42])[CH3:41]. The yield is 0.980. The product is [C:40]([O:44][C:45]([N:47]([C:54]([O:56][C:57]([CH3:58])([CH3:60])[CH3:59])=[O:55])[CH:48]([C:49]([O:51][CH3:52])=[O:50])[CH2:53][N:3]1[C:4]2[C:9](=[CH:8][CH:7]=[C:6]([C:17]([O:19][CH3:20])=[O:18])[CH:5]=2)[C:10]([CH:11]2[CH2:16][CH2:15][CH2:14][CH2:13][CH2:12]2)=[C:2]1[Br:1])=[O:46])([CH3:43])([CH3:41])[CH3:42]. The catalyst is CC#N. (2) The reactants are [O:1]=[C:2]1[C:7]([CH2:8][C:9]2[CH:14]=[CH:13][C:12]([C:15]3[C:16]([C:21]#[N:22])=[CH:17][CH:18]=[CH:19][CH:20]=3)=[CH:11][CH:10]=2)=[C:6]([CH2:23][CH2:24][CH3:25])[N:5]2[N:26]=[CH:27][N:28]=[C:4]2[N:3]1[C@H:29]1[CH2:34][CH2:33][C@H:32]([O:35][CH2:36][C:37](=[O:40])[CH:38]=[CH2:39])[CH2:31][CH2:30]1.[Cl-].[Ce+3].[Cl-].[Cl-].[BH4-].[Na+].[Cl-].[NH4+]. The catalyst is CO.O1CCCC1. The product is [OH:40][CH:37]([CH:38]=[CH2:39])[CH2:36][O:35][C@H:32]1[CH2:33][CH2:34][C@H:29]([N:3]2[C:2](=[O:1])[C:7]([CH2:8][C:9]3[CH:14]=[CH:13][C:12]([C:15]4[C:16]([C:21]#[N:22])=[CH:17][CH:18]=[CH:19][CH:20]=4)=[CH:11][CH:10]=3)=[C:6]([CH2:23][CH2:24][CH3:25])[N:5]3[N:26]=[CH:27][N:28]=[C:4]23)[CH2:30][CH2:31]1. The yield is 0.160. (3) The reactants are FC(F)(F)C(O)=O.[Cl:8][C:9]1[C:10]([F:40])=[C:11]([CH:15]2[C:19]([C:22]3[CH:27]=[CH:26][C:25]([Cl:28])=[CH:24][C:23]=3[F:29])([C:20]#[N:21])[CH:18]([CH2:30][C:31]3([CH2:35][CH3:36])[CH2:34][O:33][CH2:32]3)[NH:17][CH:16]2[C:37](O)=[O:38])[CH:12]=[CH:13][CH:14]=1.CC1(C)[O:46][C@@H:45]([CH2:47][CH2:48][NH2:49])[CH2:44][O:43]1.CN(C(ON1N=NC2C=CC=NC1=2)=[N+](C)C)C.F[P-](F)(F)(F)(F)F.CCN(C(C)C)C(C)C.Cl. The catalyst is C(Cl)Cl.O1CCCC1. The product is [OH:46][C@H:45]([CH2:44][OH:43])[CH2:47][CH2:48][NH:49][C:37]([CH:16]1[CH:15]([C:11]2[CH:12]=[CH:13][CH:14]=[C:9]([Cl:8])[C:10]=2[F:40])[C:19]([C:22]2[CH:27]=[CH:26][C:25]([Cl:28])=[CH:24][C:23]=2[F:29])([C:20]#[N:21])[CH:18]([CH2:30][C:31]2([CH2:35][CH3:36])[CH2:32][O:33][CH2:34]2)[NH:17]1)=[O:38]. The yield is 0.580. (4) The reactants are [CH:1]1[C:9]2[C:8]3[CH:10]=[CH:11][CH:12]=[CH:13][C:7]=3[O:6][C:5]=2[C:4]([OH:14])=[CH:3][CH:2]=1.[H-].[Na+].[CH:17]1([CH2:20]Br)[CH2:19][CH2:18]1. The catalyst is CN(C=O)C. The product is [CH:17]1([CH2:20][O:14][C:4]2[C:5]3[O:6][C:7]4[CH:13]=[CH:12][CH:11]=[CH:10][C:8]=4[C:9]=3[CH:1]=[CH:2][CH:3]=2)[CH2:19][CH2:18]1. The yield is 0.900. (5) The reactants are [F:1][C:2]1[CH:3]=[C:4]2[C:9](=[CH:10][CH:11]=1)[CH:8]=[C:7]([C:12]([OH:14])=[O:13])[CH:6]=[C:5]2[OH:15].S(Cl)(Cl)=O.[C:20](OCC)(=O)C. The catalyst is CO. The product is [CH3:20][O:13][C:12]([C:7]1[CH:6]=[C:5]([OH:15])[C:4]2[C:9](=[CH:10][CH:11]=[C:2]([F:1])[CH:3]=2)[CH:8]=1)=[O:14]. The yield is 0.280. (6) The reactants are [CH2:1]([N:8]1[C:16]2[C:15](=[O:17])[NH:14][C:13](=[O:18])[N:12]([CH2:19][CH3:20])[C:11]=2[N:10]=[C:9]1[O:21][C:22]1[CH:27]=[CH:26][CH:25]=[C:24]([O:28][C:29]([F:32])([F:31])[F:30])[CH:23]=1)[C:2]1[CH:7]=[CH:6][CH:5]=[CH:4][CH:3]=1.Cl[CH2:34][C:35]1[O:39][N:38]=[CH:37][CH:36]=1.C(=O)([O-])[O-].[K+].[K+]. The catalyst is CN(C=O)C.CCCC[N+](CCCC)(CCCC)CCCC.[I-]. The product is [CH2:1]([N:8]1[C:16]2[C:15](=[O:17])[N:14]([CH2:34][C:35]3[O:39][N:38]=[CH:37][CH:36]=3)[C:13](=[O:18])[N:12]([CH2:19][CH3:20])[C:11]=2[N:10]=[C:9]1[O:21][C:22]1[CH:27]=[CH:26][CH:25]=[C:24]([O:28][C:29]([F:31])([F:30])[F:32])[CH:23]=1)[C:2]1[CH:3]=[CH:4][CH:5]=[CH:6][CH:7]=1. The yield is 0.126. (7) The reactants are [N:1]([CH2:4][C:5]1[N:6]=[C:7]([N:10]2[CH2:13][CH:12]([O:14][Si:15]([C:28]([CH3:31])([CH3:30])[CH3:29])([C:22]3[CH:27]=[CH:26][CH:25]=[CH:24][CH:23]=3)[C:16]3[CH:21]=[CH:20][CH:19]=[CH:18][CH:17]=3)[CH2:11]2)[S:8][CH:9]=1)=[N+]=[N-].Cl[C:33]([O:35][CH2:36][C:37]1[CH:42]=[CH:41][C:40]([N+:43]([O-:45])=[O:44])=[CH:39][CH:38]=1)=[O:34].C(N(CC)CC)C. The catalyst is CO.[OH-].[OH-].[Pd+2]. The product is [Si:15]([O:14][CH:12]1[CH2:13][N:10]([C:7]2[S:8][CH:9]=[C:5]([CH2:4][NH:1][C:33]([O:35][CH2:36][C:37]3[CH:38]=[CH:39][C:40]([N+:43]([O-:45])=[O:44])=[CH:41][CH:42]=3)=[O:34])[N:6]=2)[CH2:11]1)([C:28]([CH3:31])([CH3:30])[CH3:29])([C:22]1[CH:27]=[CH:26][CH:25]=[CH:24][CH:23]=1)[C:16]1[CH:21]=[CH:20][CH:19]=[CH:18][CH:17]=1. The yield is 0.610.